This data is from Forward reaction prediction with 1.9M reactions from USPTO patents (1976-2016). The task is: Predict the product of the given reaction. (1) Given the reactants [C:9](O[C:9]([O:11][C:12]([CH3:15])([CH3:14])[CH3:13])=[O:10])([O:11][C:12]([CH3:15])([CH3:14])[CH3:13])=[O:10].[OH:16][CH:17]1[CH2:22][CH2:21][NH:20][CH2:19][CH2:18]1.O1CCC[CH2:24]1, predict the reaction product. The product is: [C:9]([N:20]1[CH2:21][CH2:22][CH:17]([O:16][CH3:24])[CH2:18][CH2:19]1)([O:11][C:12]([CH3:13])([CH3:14])[CH3:15])=[O:10]. (2) Given the reactants [Cl:1][C:2]1[CH:3]=[CH:4][C:5]([O:12][CH2:13][C:14]([N:16]2[C@@H:21]([CH3:22])[CH2:20][O:19][C@H:18]([CH2:23][C:24]3[CH:29]=[CH:28][C:27]([F:30])=[CH:26][CH:25]=3)[CH2:17]2)=O)=[C:6]([NH:8][C:9]([NH2:11])=[O:10])[CH:7]=1, predict the reaction product. The product is: [Cl:1][C:2]1[CH:3]=[CH:4][C:5]([O:12][CH2:13][CH2:14][N:16]2[C@@H:21]([CH3:22])[CH2:20][O:19][C@H:18]([CH2:23][C:24]3[CH:25]=[CH:26][C:27]([F:30])=[CH:28][CH:29]=3)[CH2:17]2)=[C:6]([NH:8][C:9]([NH2:11])=[O:10])[CH:7]=1.